From a dataset of Full USPTO retrosynthesis dataset with 1.9M reactions from patents (1976-2016). Predict the reactants needed to synthesize the given product. (1) Given the product [Br:21][C:22]1[CH:33]=[C:26]([C:27]([C:2]2[C:10]3[CH:9]=[N:8][CH:7]=[N:6][C:5]=3[N:4]([C@H:11]([CH3:20])[CH2:12][O:13][CH:14]3[CH2:19][CH2:18][CH2:17][CH2:16][O:15]3)[CH:3]=2)=[O:28])[CH:25]=[N:24][CH:23]=1, predict the reactants needed to synthesize it. The reactants are: I[C:2]1[C:10]2[CH:9]=[N:8][CH:7]=[N:6][C:5]=2[N:4]([C@H:11]([CH3:20])[CH2:12][O:13][CH:14]2[CH2:19][CH2:18][CH2:17][CH2:16][O:15]2)[CH:3]=1.[Br:21][C:22]1[CH:23]=[N:24][CH:25]=[C:26]([CH:33]=1)[C:27](N(OC)C)=[O:28]. (2) Given the product [Br:18][C:15]1[CH:16]=[CH:17][C:12]([C:5]2[CH:6]=[CH:7][C:2]([F:1])=[CH:3][CH:4]=2)=[N:13][CH:14]=1, predict the reactants needed to synthesize it. The reactants are: [F:1][C:2]1[CH:7]=[CH:6][C:5](B(O)O)=[CH:4][CH:3]=1.Br[C:12]1[CH:17]=[CH:16][C:15]([Br:18])=[CH:14][N:13]=1.C(=O)([O-])[O-].[Na+].[Na+].C(OCC)(=O)C. (3) Given the product [CH3:11][O:12][CH2:13][CH2:14][O:15][CH2:16][O:1][C:2]1[CH:9]=[CH:8][C:5]([CH:6]=[O:7])=[CH:4][CH:3]=1, predict the reactants needed to synthesize it. The reactants are: [OH:1][C:2]1[CH:9]=[CH:8][C:5]([CH:6]=[O:7])=[CH:4][CH:3]=1.Cl[CH2:11][O:12][CH2:13][CH2:14][O:15][CH3:16].C(N(C(C)C)CC)(C)C. (4) Given the product [CH3:26][C:25]([CH3:28])([CH3:27])[CH2:24][C:23]([NH:22][C:17]1[C:18]([CH3:21])=[C:19]([CH3:20])[C:14]2[O:13][CH2:12][CH:11]([C:4]3[CH:5]=[CH:6][C:7]([CH:8]([CH3:10])[CH3:9])=[C:2]([CH:3]=3)[O:1][CH2:35][C:34]([O:33][CH2:31][CH3:32])=[O:37])[C:15]=2[C:16]=1[CH3:30])=[O:29], predict the reactants needed to synthesize it. The reactants are: [OH:1][C:2]1[CH:3]=[C:4]([CH:11]2[C:15]3[C:16]([CH3:30])=[C:17]([NH:22][C:23](=[O:29])[CH2:24][C:25]([CH3:28])([CH3:27])[CH3:26])[C:18]([CH3:21])=[C:19]([CH3:20])[C:14]=3[O:13][CH2:12]2)[CH:5]=[CH:6][C:7]=1[CH:8]([CH3:10])[CH3:9].[CH2:31]([O:33][C:34](=[O:37])[CH2:35]Br)[CH3:32].C(=O)([O-])[O-].[K+].[K+].O. (5) Given the product [CH:1]1([O:6][C:7](=[O:54])[C@@H:8]([NH2:46])[CH2:9][CH2:10][N:11]2[CH2:15][CH2:14][CH2:13][CH:12]2[CH2:16][O:17][C:18]2[CH:27]=[C:26]3[C:21]([C:22]([O:28][C:29]4[CH:30]=[CH:31][C:32]([NH:35][C:36](=[O:43])[C:37]5[CH:38]=[CH:39][CH:40]=[CH:41][CH:42]=5)=[CH:33][CH:34]=4)=[CH:23][CH:24]=[N:25]3)=[CH:20][C:19]=2[O:44][CH3:45])[CH2:2][CH2:3][CH2:4][CH2:5]1, predict the reactants needed to synthesize it. The reactants are: [CH:1]1([O:6][C:7](=[O:54])[C@@H:8]([NH:46]C(OC(C)(C)C)=O)[CH2:9][CH2:10][N:11]2[CH2:15][CH2:14][CH2:13][CH:12]2[CH2:16][O:17][C:18]2[CH:27]=[C:26]3[C:21]([C:22]([O:28][C:29]4[CH:34]=[CH:33][C:32]([NH:35][C:36](=[O:43])[C:37]5[CH:42]=[CH:41][CH:40]=[CH:39][CH:38]=5)=[CH:31][CH:30]=4)=[CH:23][CH:24]=[N:25]3)=[CH:20][C:19]=2[O:44][CH3:45])[CH2:5][CH2:4][CH2:3][CH2:2]1.Cl. (6) Given the product [CH3:1][O:2][C:3]1[CH:4]=[C:5]([CH:32]=[CH:33][C:34]=1[O:35][CH3:36])[CH2:6][CH:7]1[C:13]2[CH:14]=[C:15]([O:20][CH3:21])[C:16]([O:18][CH3:19])=[CH:17][C:12]=2[CH2:11][CH2:10][CH2:9][N:8]1[CH:22]([C:26]1[CH:27]=[CH:28][CH:29]=[CH:30][CH:31]=1)[C:23]([NH:45][CH2:44][C:39]1[CH:40]=[N:41][CH:42]=[CH:43][N:38]=1)=[O:25], predict the reactants needed to synthesize it. The reactants are: [CH3:1][O:2][C:3]1[CH:4]=[C:5]([CH:32]=[CH:33][C:34]=1[O:35][CH3:36])[CH2:6][CH:7]1[C:13]2[CH:14]=[C:15]([O:20][CH3:21])[C:16]([O:18][CH3:19])=[CH:17][C:12]=2[CH2:11][CH2:10][CH2:9][N:8]1[CH:22]([C:26]1[CH:31]=[CH:30][CH:29]=[CH:28][CH:27]=1)[C:23]([OH:25])=O.Cl.[N:38]1[CH:43]=[CH:42][N:41]=[CH:40][C:39]=1[CH2:44][NH2:45]. (7) Given the product [CH3:1][C:2]1([CH3:20])[C:15]2[CH:14]=[CH:13][CH:12]=[CH:11][C:10]=2[N:9]([CH2:16][CH2:17][C:18]2[NH:23][N:22]=[N:21][N:19]=2)[C:8]2[C:3]1=[CH:4][CH:5]=[CH:6][CH:7]=2, predict the reactants needed to synthesize it. The reactants are: [CH3:1][C:2]1([CH3:20])[C:15]2[CH:14]=[CH:13][CH:12]=[CH:11][C:10]=2[N:9]([CH2:16][CH2:17][C:18]#[N:19])[C:8]2[C:3]1=[CH:4][CH:5]=[CH:6][CH:7]=2.[N-:21]=[N+:22]=[N-:23].[Na+].[Cl-].[NH4+].Cl.